Predict which catalyst facilitates the given reaction. From a dataset of Catalyst prediction with 721,799 reactions and 888 catalyst types from USPTO. (1) Reactant: Cl[C:2]1[CH:3]=[CH:4][C:5]2[N:6]=[CH:7][NH:8][C:9](=[O:12])[C:10]=2[N:11]=1.[CH3:13][O:14][C:15]1[CH:20]=[CH:19][C:18](B(O)O)=[CH:17][C:16]=1[CH3:24].C(=O)([O-])[O-].[K+].[K+]. Product: [CH3:24][C:16]1[CH:17]=[C:18]([C:2]2[CH:3]=[CH:4][C:5]3[N:6]=[CH:7][NH:8][C:9](=[O:12])[C:10]=3[N:11]=2)[CH:19]=[CH:20][C:15]=1[O:14][CH3:13]. The catalyst class is: 70. (2) Reactant: Cl.Cl.[NH:3]([C:5]1[CH:6]=[CH:7][C:8]([O:11][CH3:12])=[N:9][CH:10]=1)[NH2:4].CCN(CC)CC.[CH2:20]([O:27][C:28]1[CH:33]=[CH:32][C:31]([C@@H:34]2O[C@H:35]2[C:37]([CH:39]2[CH2:41][CH2:40]2)=O)=[CH:30][CH:29]=1)[C:21]1[CH:26]=[CH:25][CH:24]=[CH:23][CH:22]=1. Product: [CH2:20]([O:27][C:28]1[CH:29]=[CH:30][C:31]([C:34]2[N:3]([C:5]3[CH:6]=[CH:7][C:8]([O:11][CH3:12])=[N:9][CH:10]=3)[N:4]=[C:37]([CH:39]3[CH2:41][CH2:40]3)[CH:35]=2)=[CH:32][CH:33]=1)[C:21]1[CH:22]=[CH:23][CH:24]=[CH:25][CH:26]=1. The catalyst class is: 14. (3) The catalyst class is: 336. Product: [C:23]([OH:30])(=[O:29])/[CH:24]=[CH:25]/[C:26]([OH:28])=[O:27].[N:1]12[CH2:6][CH2:5][CH:4]([CH2:7][CH2:8]1)[CH:3]([O:9][C:10]1[N:15]=[CH:14][C:13]([C:16]3[CH:22]=[CH:21][C:19]([NH2:20])=[CH:18][CH:17]=3)=[CH:12][N:11]=1)[CH2:2]2.[N:1]12[CH2:6][CH2:5][CH:4]([CH2:7][CH2:8]1)[CH:3]([O:9][C:10]1[N:15]=[CH:14][C:13]([C:16]3[CH:22]=[CH:21][C:19]([NH2:20])=[CH:18][CH:17]=3)=[CH:12][N:11]=1)[CH2:2]2. Reactant: [N:1]12[CH2:8][CH2:7][CH:4]([CH2:5][CH2:6]1)[CH:3]([O:9][C:10]1[N:15]=[CH:14][C:13]([C:16]3[CH:22]=[CH:21][C:19]([NH2:20])=[CH:18][CH:17]=3)=[CH:12][N:11]=1)[CH2:2]2.[C:23]([OH:30])(=[O:29])/[CH:24]=[CH:25]/[C:26]([OH:28])=[O:27]. (4) Reactant: [F:1][C:2]([F:12])([F:11])[O:3][C:4]1[CH:5]=[C:6]([OH:10])[CH:7]=[CH:8][CH:9]=1.[Br:13]Br. Product: [Br:13][C:7]1[CH:8]=[CH:9][C:4]([O:3][C:2]([F:11])([F:12])[F:1])=[CH:5][C:6]=1[OH:10]. The catalyst class is: 4. (5) Reactant: [F:1][C:2]1[CH:10]=[CH:9][C:8]2[NH:7][C:6]3[CH:11]4[CH2:17][CH2:16][N:14]([CH2:15][C:5]=3[C:4]=2[CH:3]=1)[CH2:13][CH2:12]4.[Br:18][C:19]1[CH:20]=[CH:21][C:22](I)=[N:23][CH:24]=1.C([O-])(=O)C.[Cs+]. Product: [Br:18][C:19]1[CH:20]=[CH:21][C:22]([N:7]2[C:8]3[CH:9]=[CH:10][C:2]([F:1])=[CH:3][C:4]=3[C:5]3[CH2:15][N:14]4[CH2:13][CH2:12][CH:11]([C:6]2=3)[CH2:17][CH2:16]4)=[N:23][CH:24]=1. The catalyst class is: 156. (6) Reactant: [C:1]([CH2:3][CH2:4][N:5]([CH2:10][C:11]1[CH:16]=[CH:15][CH:14]=[C:13]([CH2:17][N:18]([CH2:23][CH2:24][C:25]#[N:26])[CH2:19][CH2:20][C:21]#[N:22])[CH:12]=1)[CH2:6][CH2:7][C:8]#[N:9])#[N:2].[H][H]. Product: [NH2:22][CH2:21][CH2:20][CH2:19][N:18]([CH2:17][C:13]1[CH:14]=[CH:15][CH:16]=[C:11]([CH2:10][N:5]([CH2:4][CH2:3][CH2:1][NH2:2])[CH2:6][CH2:7][CH2:8][NH2:9])[CH:12]=1)[CH2:23][CH2:24][CH2:25][NH2:26]. The catalyst class is: 12. (7) Reactant: [CH2:1]([O:3][C:4](=[O:12])[C:5]1[CH:10]=[CH:9][C:8]([NH2:11])=[CH:7][CH:6]=1)[CH3:2].[CH:13](=O)[C:14]1[CH:19]=[CH:18][CH:17]=[CH:16][CH:15]=1. Product: [CH2:1]([O:3][C:4](=[O:12])[C:5]1[CH:10]=[CH:9][C:8]([N:11]=[CH:13][C:14]2[CH:19]=[CH:18][CH:17]=[CH:16][CH:15]=2)=[CH:7][CH:6]=1)[CH3:2]. The catalyst class is: 626. (8) Reactant: [N+:1]([C:4]1[C:9](=[O:10])[N:8]2[CH2:11][CH2:12][CH2:13][N:14]([C:15]3[CH:20]=[CH:19][N:18]=[C:17]([NH:21][CH2:22][CH2:23][C:24]4[CH:29]=[CH:28][CH:27]=[CH:26][CH:25]=4)[N:16]=3)[C:7]2=[N:6][C:5]=1[C:30]1[CH:35]=[CH:34][CH:33]=[CH:32][CH:31]=1)([O-])=O. Product: [NH2:1][C:4]1[C:9](=[O:10])[N:8]2[CH2:11][CH2:12][CH2:13][N:14]([C:15]3[CH:20]=[CH:19][N:18]=[C:17]([NH:21][CH2:22][CH2:23][C:24]4[CH:29]=[CH:28][CH:27]=[CH:26][CH:25]=4)[N:16]=3)[C:7]2=[N:6][C:5]=1[C:30]1[CH:35]=[CH:34][CH:33]=[CH:32][CH:31]=1. The catalyst class is: 19. (9) Reactant: [Cl:1][C:2]1[CH:7]=[CH:6][CH:5]=[C:4]([CH3:8])[C:3]=1[S:9]([N:12]1[CH2:17][CH2:16][N:15]2[CH:18]=[CH:19][CH:20]=[C:14]2[CH:13]1[C:21](OCC)=[O:22])(=[O:11])=[O:10]. Product: [Cl:1][C:2]1[CH:7]=[CH:6][CH:5]=[C:4]([CH3:8])[C:3]=1[S:9]([N:12]1[CH2:17][CH2:16][N:15]2[CH:18]=[CH:19][CH:20]=[C:14]2[CH:13]1[CH2:21][OH:22])(=[O:11])=[O:10]. The catalyst class is: 1.